This data is from Full USPTO retrosynthesis dataset with 1.9M reactions from patents (1976-2016). The task is: Predict the reactants needed to synthesize the given product. (1) Given the product [F:19][C:20]1[CH:25]=[CH:24][CH:23]=[CH:22][C:21]=1[C:26]#[C:27][C:2]1[CH:3]=[CH:4][C:5]2[N:6]([N:8]=[C:9]([C:11]([N:13]3[CH2:18][CH2:17][CH2:16][CH2:15][CH2:14]3)=[O:12])[N:10]=2)[CH:7]=1, predict the reactants needed to synthesize it. The reactants are: Br[C:2]1[CH:3]=[CH:4][C:5]2[N:6]([N:8]=[C:9]([C:11]([N:13]3[CH2:18][CH2:17][CH2:16][CH2:15][CH2:14]3)=[O:12])[N:10]=2)[CH:7]=1.[F:19][C:20]1[CH:25]=[CH:24][CH:23]=[CH:22][C:21]=1[C:26]#[CH:27]. (2) Given the product [F:1][C:2]1[CH:7]=[CH:6][C:5]([C:8]([N:10]2[CH2:15][CH2:14][N:13]([C:16]3[CH:21]=[CH:20][C:19]([O:22][CH:23]4[CH2:28][CH2:27][NH:26][CH2:25][CH2:24]4)=[CH:18][CH:17]=3)[CH2:12][CH2:11]2)=[O:9])=[CH:4][CH:3]=1, predict the reactants needed to synthesize it. The reactants are: [F:1][C:2]1[CH:7]=[CH:6][C:5]([C:8]([N:10]2[CH2:15][CH2:14][N:13]([C:16]3[CH:21]=[CH:20][C:19]([O:22][CH:23]4[CH2:28][CH2:27][N:26](C(OC(C)(C)C)=O)[CH2:25][CH2:24]4)=[CH:18][CH:17]=3)[CH2:12][CH2:11]2)=[O:9])=[CH:4][CH:3]=1. (3) The reactants are: [C:1]1([Si:7]([C:10]2[CH:15]=[CH:14][CH:13]=[CH:12][CH:11]=2)([OH:9])[OH:8])[CH:6]=[CH:5][CH:4]=[CH:3][CH:2]=1.[CH3:16][Si:17]([O:22][CH3:23])([O:20][CH3:21])OC. Given the product [CH3:23][O:22][Si:17]([O:20][CH3:21])([CH3:16])[O:8][Si:7]([C:10]1[CH:15]=[CH:14][CH:13]=[CH:12][CH:11]=1)([C:1]1[CH:2]=[CH:3][CH:4]=[CH:5][CH:6]=1)[O:9][Si:17]([O:22][CH3:23])([O:20][CH3:21])[CH3:16], predict the reactants needed to synthesize it.